From a dataset of Full USPTO retrosynthesis dataset with 1.9M reactions from patents (1976-2016). Predict the reactants needed to synthesize the given product. (1) The reactants are: [Br:1][C:2]1[CH:3]=[C:4]2[N:10]=[C:9]([CH3:11])[NH:8][C:5]2=[N:6][CH:7]=1.[H-].[Na+].[CH3:14][Si:15]([CH2:18][CH2:19][O:20][CH2:21]Cl)([CH3:17])[CH3:16]. Given the product [Br:1][C:2]1[CH:3]=[C:4]2[N:10]=[C:9]([CH3:11])[N:8]([CH2:21][O:20][CH2:19][CH2:18][Si:15]([CH3:17])([CH3:16])[CH3:14])[C:5]2=[N:6][CH:7]=1.[Br:1][C:2]1[CH:3]=[C:4]2[N:10]([CH2:21][O:20][CH2:19][CH2:18][Si:15]([CH3:17])([CH3:16])[CH3:14])[C:9]([CH3:11])=[N:8][C:5]2=[N:6][CH:7]=1, predict the reactants needed to synthesize it. (2) Given the product [CH3:1][O:2][C:3]([C:4]1[CH:9]=[C:8]([N:36]2[CH2:35][CH2:34][CH:33]([NH:32][C:31]([O:30][C:26]([CH3:29])([CH3:28])[CH3:27])=[O:39])[CH2:38][CH2:37]2)[CH:7]=[N:6][C:5]=1[O:11][C:12]1[CH:17]=[CH:16][C:15]([O:18][C:19]2[CH:24]=[CH:23][CH:22]=[CH:21][CH:20]=2)=[CH:14][CH:13]=1)=[O:25], predict the reactants needed to synthesize it. The reactants are: [CH3:1][O:2][C:3](=[O:25])[C:4]1[CH:9]=[C:8](I)[CH:7]=[N:6][C:5]=1[O:11][C:12]1[CH:17]=[CH:16][C:15]([O:18][C:19]2[CH:24]=[CH:23][CH:22]=[CH:21][CH:20]=2)=[CH:14][CH:13]=1.[C:26]([O:30][C:31](=[O:39])[NH:32][CH:33]1[CH2:38][CH2:37][NH:36][CH2:35][CH2:34]1)([CH3:29])([CH3:28])[CH3:27].C(=O)([O-])[O-].[Cs+].[Cs+]. (3) Given the product [CH:6]([C:7]1[CH:12]=[CH:11][C:10]([OH:16])=[CH:9][CH:8]=1)=[CH2:5], predict the reactants needed to synthesize it. The reactants are: C(O[CH:5]=[CH:6][C:7]1[CH:12]=[CH:11][CH:10]=[CH:9][CH:8]=1)(=O)C.[OH-].[K+].C([O-])(O)=[O:16].[Na+]. (4) Given the product [Cl:15][C:16]1[CH:17]=[C:18]([CH:22]=[CH:23][C:24]=1[Cl:25])[C:19]([NH:1][C:2]1[CH:7]=[CH:6][C:5]([OH:8])=[CH:4][CH:3]=1)=[O:20], predict the reactants needed to synthesize it. The reactants are: [NH2:1][C:2]1[CH:7]=[CH:6][C:5]([OH:8])=[CH:4][CH:3]=1.N1C=CC=CC=1.[Cl:15][C:16]1[CH:17]=[C:18]([CH:22]=[CH:23][C:24]=1[Cl:25])[C:19](Cl)=[O:20]. (5) The reactants are: [NH2:1][CH2:2][C@H:3]1[N:8]([C:9]([C:11]2[N:12]=[C:13]([CH3:23])[S:14][C:15]=2[C:16]2[CH:17]=[C:18]([CH3:22])[CH:19]=[CH:20][CH:21]=2)=[O:10])[CH2:7][C@@H:6]2[C@H:4]1[CH2:5]2.[CH3:24][C:25]1[S:26][C:27]([CH3:34])=[C:28]([CH2:30][C:31](O)=[O:32])[N:29]=1. Given the product [CH3:24][C:25]1[S:26][C:27]([CH3:34])=[C:28]([CH2:30][C:31]([NH:1][CH2:2][C@H:3]2[N:8]([C:9]([C:11]3[N:12]=[C:13]([CH3:23])[S:14][C:15]=3[C:16]3[CH:17]=[C:18]([CH3:22])[CH:19]=[CH:20][CH:21]=3)=[O:10])[CH2:7][C@@H:6]3[C@H:4]2[CH2:5]3)=[O:32])[N:29]=1, predict the reactants needed to synthesize it. (6) Given the product [F:47][C@@H:28]1[C:29]2[C:38]3[CH:37]=[C:36]([O:39][CH3:40])[CH:35]=[CH:34][C:33]=3[N:32]=[C:31]([C:41]([F:42])([F:43])[F:44])[C:30]=2[O:45][C@@:26]2([CH2:25][N:22]3[C:23](=[O:24])[C@@H:9]([NH:8][C:6](=[O:7])[O:5][C:1]([CH3:2])([CH3:3])[CH3:4])[CH2:10][CH2:11][CH2:12][CH2:13][CH2:14][CH:15]=[CH:16][C@@H:17]4[CH2:50][C@@:18]4([C:51](=[O:52])[NH:125][S:122]([C:119]4([CH3:118])[CH2:121][CH2:120]4)(=[O:124])=[O:123])[NH:19][C:20](=[O:49])[C@@H:21]3[CH:48]2[CH3:54])[CH2:27]1, predict the reactants needed to synthesize it. The reactants are: [C:1]([O:5][C:6]([NH:8][C@@H:9]1[C:23](=[O:24])[N:22]2[CH2:25][C@@:26]3([CH2:48][C@H:21]2[C:20](=[O:49])[NH:19][C@:18]2([C:51](O)=[O:52])[CH2:50][C@H:17]2[CH:16]=[CH:15][CH2:14][CH2:13][CH2:12][CH2:11][CH2:10]1)[O:45][C:30]1[C:31]([C:41]([F:44])([F:43])[F:42])=[N:32][C:33]2[CH:34]=[CH:35][C:36]([O:39][CH3:40])=[CH:37][C:38]=2[C:29]=1[C:28]([F:47])(C)[CH2:27]3)=[O:7])([CH3:4])([CH3:3])[CH3:2].[C:54](OC(N[C@@H]1C(=O)N2C[C@@]3(C[C@H]2C(=O)N[C@]2(C(O)=O)C[C@H]2C=CCCCCC1)OC1C(C(F)(F)F)=NC2C=CC(OC)=CC=2C=1C(C)=C3)=O)(C)(C)C.C1N=CN(C(N2C=NC=C2)=O)C=1.[CH3:118][C:119]1([S:122]([NH2:125])(=[O:124])=[O:123])[CH2:121][CH2:120]1.C1CCN2C(=NCCC2)CC1. (7) Given the product [Cl:1][C:2]1[N:7]=[N:6][C:5]([NH2:8])=[C:4]([NH:10][CH2:11][CH3:12])[CH:3]=1, predict the reactants needed to synthesize it. The reactants are: [Cl:1][C:2]1[N:7]=[N:6][C:5]([NH:8]N)=[C:4]([NH:10][CH2:11][CH3:12])[CH:3]=1. (8) The reactants are: [F:1][C:2]1[CH:7]=[CH:6][C:5]([C:8]2[O:9][C:10]3[CH:20]=[C:19]([N+:21]([O-:23])=[O:22])[C:18]([OH:24])=[CH:17][C:11]=3[C:12]=2[C:13]([NH:15][CH3:16])=[O:14])=[CH:4][CH:3]=1.C(N(CC)CC)C.[F:32][C:33]([F:52])([F:51])[S:34](N(C1C=CC=CC=1)[S:34]([C:33]([F:52])([F:51])[F:32])(=[O:36])=[O:35])(=[O:36])=[O:35]. Given the product [F:32][C:33]([F:52])([F:51])[S:34]([O:24][C:18]1[C:19]([N+:21]([O-:23])=[O:22])=[CH:20][C:10]2[O:9][C:8]([C:5]3[CH:4]=[CH:3][C:2]([F:1])=[CH:7][CH:6]=3)=[C:12]([C:13](=[O:14])[NH:15][CH3:16])[C:11]=2[CH:17]=1)(=[O:36])=[O:35], predict the reactants needed to synthesize it.